This data is from Catalyst prediction with 721,799 reactions and 888 catalyst types from USPTO. The task is: Predict which catalyst facilitates the given reaction. (1) Reactant: [CH:1]1[C:10]2[C:5](=[CH:6][CH:7]=[CH:8][CH:9]=2)[CH:4]=[C:3]([C:11]([NH:13][C:14]2[NH:15][C:16]3[C:22]([C:23]([OH:25])=O)=[CH:21][CH:20]=[CH:19][C:17]=3[N:18]=2)=[O:12])[N:2]=1.CN(C(ON1N=NC2C=CC=CC1=2)=[N+](C)C)C.F[P-](F)(F)(F)(F)F.CCN(C(C)C)C(C)C.[NH:59]1[C:63]2[CH2:64][CH2:65][CH2:66][CH2:67][C:62]=2[N:61]=[C:60]1[NH2:68]. Product: [NH:59]1[C:63]2[CH2:64][CH2:65][CH2:66][CH2:67][C:62]=2[N:61]=[C:60]1[NH:68][C:23]([C:22]1[C:16]2[N:15]=[C:14]([NH:13][C:11]([C:3]3[N:2]=[CH:1][C:10]4[C:5]([CH:4]=3)=[CH:6][CH:7]=[CH:8][CH:9]=4)=[O:12])[NH:18][C:17]=2[CH:19]=[CH:20][CH:21]=1)=[O:25]. The catalyst class is: 3. (2) Reactant: [N+:1]([C:4]1[CH:5]=[C:6]([CH:9]=[CH:10][CH:11]=1)[CH2:7]Br)([O-:3])=[O:2].[O:12]([S:14]([CH3:16])=[O:15])[Na]. Product: [CH3:16][S:14]([CH2:7][C:6]1[CH:9]=[CH:10][CH:11]=[C:4]([N+:1]([O-:3])=[O:2])[CH:5]=1)(=[O:15])=[O:12]. The catalyst class is: 14. (3) Reactant: [C:1]([N:5]1[CH2:9][CH2:8][CH2:7][CH2:6]1)(=[O:4])[CH:2]=[CH2:3].SCCO.N(C(C)(CC(C)C)C#N)=NC(C)(CC(C)C)C#N.CCCCCC. Product: [C:1]([N:5]1[CH2:9][CH2:8][CH:7]=[CH:6]1)(=[O:4])[CH:2]=[CH2:3]. The catalyst class is: 13. (4) Reactant: C([N:8](CC1C=CC=CC=1)[CH:9]1[CH2:13][CH:12]([C:14]([O:16][CH2:17][CH3:18])=[O:15])[CH:11]([CH2:19][CH3:20])[CH2:10]1)C1C=CC=CC=1.[H][H]. Product: [NH2:8][CH:9]1[CH2:13][CH:12]([C:14]([O:16][CH2:17][CH3:18])=[O:15])[CH:11]([CH2:19][CH3:20])[CH2:10]1. The catalyst class is: 320. (5) Reactant: [NH2:1][CH2:2][CH2:3][O:4][C@@H:5]([C:19]1[CH:24]=[C:23]([F:25])[CH:22]=[C:21]([Cl:26])[CH:20]=1)[C@@H:6]1[CH2:11][CH2:10][CH2:9][N:8]([C:12]([O:14][C:15]([CH3:18])([CH3:17])[CH3:16])=[O:13])[CH2:7]1.CCN(CC)CC.Cl[C:35]([O:37][CH3:38])=[O:36].O. Product: [Cl:26][C:21]1[CH:20]=[C:19]([C@H:5]([O:4][CH2:3][CH2:2][NH:1][C:35]([O:37][CH3:38])=[O:36])[C@@H:6]2[CH2:11][CH2:10][CH2:9][N:8]([C:12]([O:14][C:15]([CH3:18])([CH3:17])[CH3:16])=[O:13])[CH2:7]2)[CH:24]=[C:23]([F:25])[CH:22]=1. The catalyst class is: 2. (6) Reactant: C(=O)([O-])[O-].[Na+].[Na+].Cl.[CH2:8]([O:10][C:11](=[O:15])[CH2:12][CH2:13][NH2:14])[CH3:9].[CH2:16](Br)[C:17]1[CH:22]=[CH:21][CH:20]=[CH:19][CH:18]=1. Product: [CH2:16]([N:14]([CH2:16][C:17]1[CH:22]=[CH:21][CH:20]=[CH:19][CH:18]=1)[CH2:13][CH2:12][C:11]([O:10][CH2:8][CH3:9])=[O:15])[C:17]1[CH:22]=[CH:21][CH:20]=[CH:19][CH:18]=1. The catalyst class is: 10. (7) Reactant: Cl[C:2]1[C:7]([N+:8]([O-:10])=[O:9])=[CH:6][CH:5]=[C:4]([O:11][CH2:12][CH3:13])[N:3]=1.C(=O)([O-])[O-].[K+].[K+].[Cl:20][C:21]1[S:22][C:23]([CH2:26][NH:27][CH2:28][CH3:29])=[CH:24][N:25]=1.O. Product: [CH2:12]([O:11][C:4]1[N:3]=[C:2]([N:27]([CH2:26][C:23]2[S:22][C:21]([Cl:20])=[N:25][CH:24]=2)[CH2:28][CH3:29])[C:7]([N+:8]([O-:10])=[O:9])=[CH:6][CH:5]=1)[CH3:13]. The catalyst class is: 9. (8) Product: [NH2:4][C:3]1[C:5]([CH3:18])=[CH:6][C:7]([C:20]2[N:25]=[CH:24][N:23]([CH3:26])[C:22](=[O:27])[CH:21]=2)=[CH:8][C:2]=1[CH3:1]. The catalyst class is: 9. Reactant: [CH3:1][C:2]1[CH:8]=[C:7](B2OC(C)(C)C(C)(C)O2)[CH:6]=[C:5]([CH3:18])[C:3]=1[NH2:4].Cl[C:20]1[N:25]=[CH:24][N:23]([CH3:26])[C:22](=[O:27])[CH:21]=1.C([O-])([O-])=O.[Na+].[Na+].